From a dataset of Peptide-MHC class II binding affinity with 134,281 pairs from IEDB. Regression. Given a peptide amino acid sequence and an MHC pseudo amino acid sequence, predict their binding affinity value. This is MHC class II binding data. (1) The peptide sequence is KEFDLYKKSGITEVDRT. The MHC is DRB1_0701 with pseudo-sequence DRB1_0701. The binding affinity (normalized) is 0.552. (2) The peptide sequence is LKKLVFGYRKPLDNI. The MHC is DRB1_1501 with pseudo-sequence DRB1_1501. The binding affinity (normalized) is 0.529.